From a dataset of Forward reaction prediction with 1.9M reactions from USPTO patents (1976-2016). Predict the product of the given reaction. (1) Given the reactants [CH3:1][N:2]1[C:10]2[C:5](=[CH:6][CH:7]=[CH:8][CH:9]=2)[CH:4]=[CH:3]1.[C:11](Cl)(=[O:15])[C:12](Cl)=[O:13].[CH3:17][O-:18].[Na+].O, predict the reaction product. The product is: [CH3:1][N:2]1[C:10]2[C:5](=[CH:6][CH:7]=[CH:8][CH:9]=2)[C:4]([C:11](=[O:15])[C:12]([O:18][CH3:17])=[O:13])=[CH:3]1. (2) Given the reactants [NH2:1][C:2]1[C:7]([O:8][CH2:9][CH2:10][N:11]([CH3:19])[C:12](=[O:18])[O:13][C:14]([CH3:17])([CH3:16])[CH3:15])=[C:6](Cl)[N:5]=[CH:4][N:3]=1.[CH:21]1([C:24]2[CH:49]=[CH:48][C:27]([C:28]([NH:30][C:31]3[CH:36]=[C:35]([F:37])[CH:34]=[C:33](B4OC(C)(C)C(C)(C)O4)[C:32]=3[CH3:47])=[O:29])=[C:26]([F:50])[CH:25]=2)[CH2:23][CH2:22]1.C(=O)([O-])[O-].[Na+].[Na+], predict the reaction product. The product is: [NH2:1][C:2]1[C:7]([O:8][CH2:9][CH2:10][N:11]([CH3:19])[C:12](=[O:18])[O:13][C:14]([CH3:17])([CH3:16])[CH3:15])=[C:6]([C:33]2[CH:34]=[C:35]([F:37])[CH:36]=[C:31]([NH:30][C:28](=[O:29])[C:27]3[CH:48]=[CH:49][C:24]([CH:21]4[CH2:22][CH2:23]4)=[CH:25][C:26]=3[F:50])[C:32]=2[CH3:47])[N:5]=[CH:4][N:3]=1. (3) Given the reactants Br.Br[CH2:3][C:4]1[CH:9]=[CH:8][CH:7]=[CH:6][N:5]=1.BrCC1OC(C(F)(F)F)=CC=1.[F:21][C:22]1[C:27]([C:28]#[N:29])=[CH:26][C:25]2[C:30]3([CH2:40][O:41][C:24]=2[CH:23]=1)[C:38]1[C:33](=[CH:34][CH:35]=[CH:36][CH:37]=1)[NH:32][C:31]3=[O:39].CC1C2C=C3C4(C5C(=CC=CC=5)NC4=O)COC3=CC=2ON=1, predict the reaction product. The product is: [F:21][C:22]1[C:27]([C:28]#[N:29])=[CH:26][C:25]2[C:30]3([CH2:40][O:41][C:24]=2[CH:23]=1)[C:38]1[C:33](=[CH:34][CH:35]=[CH:36][CH:37]=1)[N:32]([CH2:3][C:4]1[CH:9]=[CH:8][CH:7]=[CH:6][N:5]=1)[C:31]3=[O:39].